Regression. Given a peptide amino acid sequence and an MHC pseudo amino acid sequence, predict their binding affinity value. This is MHC class II binding data. From a dataset of Peptide-MHC class II binding affinity with 134,281 pairs from IEDB. (1) The peptide sequence is GDLYIFESRAICKYA. The MHC is HLA-DQA10501-DQB10201 with pseudo-sequence HLA-DQA10501-DQB10201. The binding affinity (normalized) is 0.240. (2) The peptide sequence is AEHQAIIRDVLTASD. The MHC is HLA-DPA10103-DPB10301 with pseudo-sequence HLA-DPA10103-DPB10301. The binding affinity (normalized) is 0.490. (3) The peptide sequence is MRCVGVGNRDFVEGL. The MHC is DRB1_0404 with pseudo-sequence DRB1_0404. The binding affinity (normalized) is 0.191.